This data is from Full USPTO retrosynthesis dataset with 1.9M reactions from patents (1976-2016). The task is: Predict the reactants needed to synthesize the given product. (1) Given the product [Cl:14][C:15]1[CH:23]=[CH:22][C:18]([C:19](=[O:20])[CH3:1])=[C:17]([N+:24]([O-:26])=[O:25])[CH:16]=1, predict the reactants needed to synthesize it. The reactants are: [C:1](OCC)(=O)CC(OCC)=O.[H-].[Na+].[Cl:14][C:15]1[CH:23]=[CH:22][C:18]([C:19](Cl)=[O:20])=[C:17]([N+:24]([O-:26])=[O:25])[CH:16]=1. (2) The reactants are: [Br:1][C:2]1[CH:3]=[C:4]([CH2:8][C:9]([OH:11])=[O:10])[CH:5]=[CH:6][CH:7]=1.OS(O)(=O)=O.[CH2:17](O)[CH3:18]. Given the product [Br:1][C:2]1[CH:3]=[C:4]([CH2:8][C:9]([O:11][CH2:17][CH3:18])=[O:10])[CH:5]=[CH:6][CH:7]=1, predict the reactants needed to synthesize it. (3) The reactants are: C(OC([N:8]1[CH2:12][C@@H:11]([CH2:13][N:14]([CH:31]([CH3:33])[CH3:32])[C:15](=[O:30])[C:16]2[CH:21]=[CH:20][C:19]([O:22][CH3:23])=[C:18]([O:24][CH2:25][CH2:26][CH2:27][O:28][CH3:29])[CH:17]=2)[C@H:10]([NH2:34])[CH2:9]1)=O)(C)(C)C.[F:35][C:36]1[CH:41]=[CH:40][C:39]([CH2:42][S:43](Cl)(=[O:45])=[O:44])=[CH:38][CH:37]=1.CC#N.O.CC#N. Given the product [F:35][C:36]1[CH:37]=[CH:38][C:39]([CH2:42][S:43]([NH:34][C@@H:10]2[CH2:9][NH:8][CH2:12][C@H:11]2[CH2:13][N:14]([CH:31]([CH3:32])[CH3:33])[C:15](=[O:30])[C:16]2[CH:21]=[CH:20][C:19]([O:22][CH3:23])=[C:18]([O:24][CH2:25][CH2:26][CH2:27][O:28][CH3:29])[CH:17]=2)(=[O:45])=[O:44])=[CH:40][CH:41]=1, predict the reactants needed to synthesize it. (4) Given the product [CH3:38][C:12]1([CH3:39])[C:11](=[O:40])[C:10]2[NH:9][N:8]=[CH:17][C:16]=2[C:15]2[N:18]=[C:19]([NH:21][C:22]3[N:27]=[C:26]([CH3:28])[CH:25]=[CH:24][N:23]=3)[S:20][C:14]=2[CH2:13]1, predict the reactants needed to synthesize it. The reactants are: COC1C=CC(C[N:8]2[CH:17]=[C:16]3[C:10]([C:11](=[O:40])[C:12]([CH3:39])([CH3:38])[CH2:13][C:14]4[S:20][C:19]([N:21](CC5C=CC(OC)=CC=5)[C:22]5[N:27]=[C:26]([CH3:28])[CH:25]=[CH:24][N:23]=5)=[N:18][C:15]=43)=[N:9]2)=CC=1. (5) Given the product [Br:1][C:2]1[CH:3]=[C:4]2[C:8](=[CH:9][CH:10]=1)[N:7]([CH2:11][CH2:12][CH2:13][CH2:14][CH2:15][CH2:16][CH2:17][CH3:18])[CH:6]=[C:5]2[CH2:24][NH:23][CH2:21][CH3:22], predict the reactants needed to synthesize it. The reactants are: [Br:1][C:2]1[CH:3]=[C:4]2[C:8](=[CH:9][CH:10]=1)[N:7]([CH2:11][CH2:12][CH2:13][CH2:14][CH2:15][CH2:16][CH2:17][CH3:18])[CH:6]=[CH:5]2.C=O.[CH2:21]([NH:23][CH2:24]C)[CH3:22]. (6) The reactants are: CI.[CH3:3][C:4]([CH3:48])=[CH:5][CH2:6][CH2:7][C@@:8]1([CH3:47])[O:17][C:16]2[C:15]([CH2:18][CH:19]=[C:20]([CH3:22])[CH3:21])=[C:14]3[O:23][C@@:24]45[C@@:34]6([CH2:39]/[CH:40]=[C:41](\[C:43]([OH:45])=[O:44])/[CH3:42])[O:35][C:36]([CH3:38])([CH3:37])[C@@H:25]4[CH2:26][C@H:27]([C:32]6=[O:33])[CH:28]=[C:29]5[C:30](=[O:31])[C:13]3=[C:12]([OH:46])[C:11]=2[CH:10]=[CH:9]1.N12CCCN=C1CCCC[CH2:50]2. Given the product [CH3:3][C:4]([CH3:48])=[CH:5][CH2:6][CH2:7][C@@:8]1([CH3:47])[O:17][C:16]2[C:11](=[C:12]([OH:46])[C:13]3[C:30](=[O:31])[C:29]4[C@@:24]5([C@@:34]6([CH2:39]/[CH:40]=[C:41](\[C:43]([O:45][CH3:50])=[O:44])/[CH3:42])[O:35][C:36]([CH3:37])([CH3:38])[C@@H:25]5[CH2:26][C@H:27]([C:32]6=[O:33])[CH:28]=4)[O:23][C:14]=3[C:15]=2[CH2:18][CH:19]=[C:20]([CH3:21])[CH3:22])[CH:10]=[CH:9]1, predict the reactants needed to synthesize it. (7) Given the product [CH:2]([C:3]1([C:15]([O:17][CH3:18])=[O:16])[CH2:7][CH2:6][CH2:5][N:4]1[C:8]([O:10][C:11]([CH3:13])([CH3:14])[CH3:12])=[O:9])=[O:1], predict the reactants needed to synthesize it. The reactants are: [OH:1][CH2:2][C:3]1([C:15]([O:17][CH3:18])=[O:16])[CH2:7][CH2:6][CH2:5][N:4]1[C:8]([O:10][C:11]([CH3:14])([CH3:13])[CH3:12])=[O:9].CC(OI1(OC(C)=O)(OC(C)=O)OC(=O)C2C=CC=CC1=2)=O. (8) Given the product [Cl:25][C:26]1[CH:33]=[CH:32][C:29]([CH2:30][NH:1][C:2]2[CH:7]=[CH:6][C:5]([C:8]3[C:9]([NH2:24])=[N:10][C:11]([NH2:23])=[N:12][C:13]=3[CH2:14][O:15][CH2:16][CH:17]3[CH2:22][CH2:21][CH2:20][CH2:19][O:18]3)=[CH:4][CH:3]=2)=[CH:28][CH:27]=1, predict the reactants needed to synthesize it. The reactants are: [NH2:1][C:2]1[CH:7]=[CH:6][C:5]([C:8]2[C:9]([NH2:24])=[N:10][C:11]([NH2:23])=[N:12][C:13]=2[CH2:14][O:15][CH2:16][CH:17]2[CH2:22][CH2:21][CH2:20][CH2:19][O:18]2)=[CH:4][CH:3]=1.[Cl:25][C:26]1[CH:33]=[CH:32][C:29]([CH:30]=O)=[CH:28][CH:27]=1.C(O)(=O)C.[BH3-]C#N.[Na+].C([O-])(O)=O.[Na+]. (9) Given the product [CH3:1][O:2][C:3]1[CH:4]=[C:5]([C:9]2[C:13]([CH3:14])=[C:12]([C:15]3[CH:16]=[CH:17][C:18]([O:21][CH3:22])=[CH:19][CH:20]=3)[S:11][C:10]=2[CH:23]=[O:24])[CH:6]=[CH:7][CH:8]=1, predict the reactants needed to synthesize it. The reactants are: [CH3:1][O:2][C:3]1[CH:4]=[C:5]([C:9]2[C:13]([CH3:14])=[C:12]([C:15]3[CH:20]=[CH:19][C:18]([O:21][CH3:22])=[CH:17][CH:16]=3)[S:11][C:10]=2[CH:23]2OCC[O:24]2)[CH:6]=[CH:7][CH:8]=1.CC1C=CC(S([O-])(=O)=O)=CC=1.C1C=C[NH+]=CC=1.